From a dataset of Forward reaction prediction with 1.9M reactions from USPTO patents (1976-2016). Predict the product of the given reaction. (1) The product is: [ClH:1].[Cl:1][C:2]1[C:10]([CH3:11])=[N:9][C:8]2[N:4]([N:5]=[C:6]3[CH2:14][N:13]([C:15]([C:17]4[CH:27]=[CH:26][CH:25]=[CH:24][C:18]=4[O:19][CH:20]([CH3:23])[CH2:21][N:30]([CH3:31])[CH3:29])=[O:16])[CH2:12][C:7]3=2)[C:3]=1[CH3:28]. Given the reactants [Cl:1][C:2]1[C:10]([CH3:11])=[N:9][C:8]2[N:4]([N:5]=[C:6]3[CH2:14][N:13]([C:15]([C:17]4[CH:27]=[CH:26][CH:25]=[CH:24][C:18]=4[O:19][CH:20]([CH3:23])[CH:21]=O)=[O:16])[CH2:12][C:7]3=2)[C:3]=1[CH3:28].[CH3:29][NH:30][CH3:31].C1COCC1.C(O[BH-](OC(=O)C)OC(=O)C)(=O)C.[Na+], predict the reaction product. (2) Given the reactants [NH2:1][CH2:2][CH2:3][CH2:4][NH2:5].Cl[CH2:7][C:8]1[CH:13]=[CH:12][CH:11]=[CH:10][N:9]=1.[OH-].[Na+], predict the reaction product. The product is: [N:9]1[CH:10]=[CH:11][CH:12]=[CH:13][C:8]=1[CH2:7][NH:1][CH2:2][CH2:3][CH2:4][NH:5][CH2:7][C:8]1[CH:13]=[CH:12][CH:11]=[CH:10][N:9]=1.